From a dataset of Reaction yield outcomes from USPTO patents with 853,638 reactions. Predict the reaction yield, written as a fraction of the theoretical maximum amount of product (1.0 means a 100% yield; for example, 0.34 means a 34% yield). The yield is 0.840. The catalyst is C(O)C.O1CCCC1. The reactants are [CH3:1][O:2][C:3]1([C:6]2[CH:11]=[CH:10][C:9]([C:12]#[C:13][C:14]3[CH:19]=[CH:18][C:17]([CH2:20][C:21]([O:23]C)=[O:22])=[CH:16][CH:15]=3)=[CH:8][CH:7]=2)[CH2:5][CH2:4]1.[OH-].[Na+]. The product is [CH3:1][O:2][C:3]1([C:6]2[CH:7]=[CH:8][C:9]([C:12]#[C:13][C:14]3[CH:15]=[CH:16][C:17]([CH2:20][C:21]([OH:23])=[O:22])=[CH:18][CH:19]=3)=[CH:10][CH:11]=2)[CH2:5][CH2:4]1.